This data is from Choline transporter screen with 302,306 compounds. The task is: Binary Classification. Given a drug SMILES string, predict its activity (active/inactive) in a high-throughput screening assay against a specified biological target. (1) The drug is Brc1c(n(nc1C)c1nc(cc(n1)C(F)(F)F)c1occc1)C. The result is 0 (inactive). (2) The compound is O=C(c1c2c(n(c1)C)cccc2)Cc1ccccc1. The result is 0 (inactive).